This data is from Catalyst prediction with 721,799 reactions and 888 catalyst types from USPTO. The task is: Predict which catalyst facilitates the given reaction. (1) Reactant: COC1C=CC(C[N:8]2[C:13](=[O:14])[C:12]3[N:15]([CH3:25])[C:16](=[O:24])[C:17]([C:19]([O:21][CH2:22][CH3:23])=[O:20])=[CH:18][C:11]=3[CH:10]=[N:9]2)=CC=1. Product: [CH3:25][N:15]1[C:12]2[C:13](=[O:14])[NH:8][N:9]=[CH:10][C:11]=2[CH:18]=[C:17]([C:19]([O:21][CH2:22][CH3:23])=[O:20])[C:16]1=[O:24]. The catalyst class is: 67. (2) Reactant: [CH2:1]([N:8]1[CH2:12][C@@H:11]([C:13]2[CH:18]=[CH:17][C:16]([Cl:19])=[CH:15][CH:14]=2)[C@@H:10]([C:20]([OH:22])=[O:21])[CH2:9]1)[C:2]1[CH:7]=[CH:6][CH:5]=[CH:4][CH:3]=1.S(=O)(=O)(O)O.[C:28](OC)(C)(C)C.C(=O)([O-])[O-].[Na+].[Na+]. Product: [CH3:28][O:21][C:20]([C@@H:10]1[C@H:11]([C:13]2[CH:14]=[CH:15][C:16]([Cl:19])=[CH:17][CH:18]=2)[CH2:12][N:8]([CH2:1][C:2]2[CH:3]=[CH:4][CH:5]=[CH:6][CH:7]=2)[CH2:9]1)=[O:22]. The catalyst class is: 5. (3) Reactant: [CH3:1][O:2][C:3](=[O:11])[C:4]1[CH:9]=[CH:8][C:7]([OH:10])=[CH:6][CH:5]=1.C(=O)([O-])[O-].[K+].[K+].C(#N)C.Br[CH2:22][C:23]1[S:27][C:26]([C:28]2[CH:33]=[CH:32][C:31]([C:34]([F:37])([F:36])[F:35])=[CH:30][CH:29]=2)=[N:25][C:24]=1[CH3:38]. Product: [CH3:1][O:2][C:3](=[O:11])[C:4]1[CH:9]=[CH:8][C:7]([O:10][CH2:22][C:23]2[S:27][C:26]([C:28]3[CH:29]=[CH:30][C:31]([C:34]([F:37])([F:35])[F:36])=[CH:32][CH:33]=3)=[N:25][C:24]=2[CH3:38])=[CH:6][CH:5]=1. The catalyst class is: 13. (4) Reactant: [F:1][C:2]1[C:7]([F:8])=[CH:6][CH:5]=[CH:4][C:3]=1[C:9]1[N:50]=[C:12]2[CH:13]=[N:14][N:15]([CH:17]([C:31]3[O:35][N:34]=[C:33]([C:36]4[CH:41]=[CH:40][C:39]([O:42][CH2:43][CH2:44][CH3:45])=[CH:38][C:37]=4[C:46]([F:49])([F:48])[F:47])[CH:32]=3)[C:18]([O:20][CH2:21][CH2:22][C:23]([NH:25][C@H:26]([C:28]([OH:30])=[O:29])[CH3:27])=[O:24])=[O:19])[CH:16]=[C:11]2[N:10]=1.C(=O)(O)[O-].[Na+:55]. Product: [Na+:55].[F:1][C:2]1[C:7]([F:8])=[CH:6][CH:5]=[CH:4][C:3]=1[C:9]1[N:50]=[C:12]2[CH:13]=[N:14][N:15]([CH:17]([C:31]3[O:35][N:34]=[C:33]([C:36]4[CH:41]=[CH:40][C:39]([O:42][CH2:43][CH2:44][CH3:45])=[CH:38][C:37]=4[C:46]([F:48])([F:47])[F:49])[CH:32]=3)[C:18]([O:20][CH2:21][CH2:22][C:23]([NH:25][C@H:26]([C:28]([O-:30])=[O:29])[CH3:27])=[O:24])=[O:19])[CH:16]=[C:11]2[N:10]=1. The catalyst class is: 144. (5) Reactant: [N+:1]([C:4]1[CH:12]=[C:11]2[C:7]([CH:8]=[N:9][NH:10]2)=[CH:6][CH:5]=1)([O-:3])=[O:2].[I:13]I.[OH-].[K+].OS([O-])=O.[Na+]. Product: [I:13][C:8]1[C:7]2[C:11](=[CH:12][C:4]([N+:1]([O-:3])=[O:2])=[CH:5][CH:6]=2)[NH:10][N:9]=1. The catalyst class is: 3. (6) Reactant: CC1C=CC(S(O[CH2:12][CH:13]2[O:18][C:17]3[CH:19]=[C:20]([F:24])[CH:21]=[C:22]([F:23])[C:16]=3[O:15][CH2:14]2)(=O)=O)=CC=1.[F:25][CH2:26][CH2:27][CH2:28][NH2:29]. Product: [F:23][C:22]1[C:16]2[O:15][CH2:14][CH:13]([CH2:12][NH:29][CH2:28][CH2:27][CH2:26][F:25])[O:18][C:17]=2[CH:19]=[C:20]([F:24])[CH:21]=1. The catalyst class is: 10. (7) Reactant: Cl.O[CH2:3][C:4]1[C:8]([C:9]([F:12])([F:11])[F:10])=[CH:7][N:6](C)[N:5]=1.NC(N)=S.C(=O)([O-])[O-].[K+].[K+].[CH3:24][S:25]([C:28]1[CH2:32][C:31]([CH3:34])([CH3:33])[O:30][N:29]=1)(=O)=O. Product: [CH3:33][C:31]1([CH3:34])[O:30][N:29]=[C:28]([SH:25]([CH2:3][C:4]2[C:8]([C:9]([F:12])([F:11])[F:10])=[CH:7][NH:6][N:5]=2)[CH3:24])[CH2:32]1. The catalyst class is: 38. (8) Reactant: [CH2:1]([O:8][C:9]([N:11]1[CH2:16][CH2:15][CH:14]([C:17](=[O:34])[C:18]2[CH:23]=[CH:22][C:21]([C@@H:24]([NH:26][C:27]([O:29][C:30]([CH3:33])([CH3:32])[CH3:31])=[O:28])[CH3:25])=[CH:20][CH:19]=2)[CH2:13][CH2:12]1)=[O:10])[C:2]1[CH:7]=[CH:6][CH:5]=[CH:4][CH:3]=1.[Na].O. Product: [CH2:1]([O:8][C:9]([N:11]1[CH2:12][CH2:13][CH:14]([CH:17]([C:18]2[CH:19]=[CH:20][C:21]([C@@H:24]([NH:26][C:27]([O:29][C:30]([CH3:31])([CH3:33])[CH3:32])=[O:28])[CH3:25])=[CH:22][CH:23]=2)[OH:34])[CH2:15][CH2:16]1)=[O:10])[C:2]1[CH:3]=[CH:4][CH:5]=[CH:6][CH:7]=1. The catalyst class is: 83. (9) Reactant: [C:1]([N:5]1[CH:9]=[C:8]([CH2:10][CH2:11][CH2:12][C:13](O)([CH3:15])[CH3:14])/[C:7](=[N:17]/[C:18](=[O:28])[C:19]2[CH:24]=[C:23]([Cl:25])[CH:22]=[CH:21][C:20]=2[O:26][CH3:27])/[S:6]1)([CH3:4])([CH3:3])[CH3:2].CCN(S(F)(F)[F:35])CC. Product: [C:1]([N:5]1[CH:9]=[C:8]([CH2:10][CH2:11][CH2:12][C:13]([F:35])([CH3:15])[CH3:14])/[C:7](=[N:17]/[C:18](=[O:28])[C:19]2[CH:24]=[C:23]([Cl:25])[CH:22]=[CH:21][C:20]=2[O:26][CH3:27])/[S:6]1)([CH3:4])([CH3:3])[CH3:2]. The catalyst class is: 2. (10) Reactant: [H-].[Na+].[Cl:3][C:4]1[N:9]=[N:8][C:7]([NH2:10])=[C:6]([O:11][CH3:12])[CH:5]=1.[F:13][C:14]([F:27])([F:26])[O:15][C:16]1[CH:17]=[C:18]([S:22](Cl)(=[O:24])=[O:23])[CH:19]=[CH:20][CH:21]=1.C(O)(=O)CC(CC(O)=O)(C(O)=O)O. Product: [Cl:3][C:4]1[N:9]=[N:8][C:7]([NH:10][S:22]([C:18]2[CH:19]=[CH:20][CH:21]=[C:16]([O:15][C:14]([F:13])([F:26])[F:27])[CH:17]=2)(=[O:24])=[O:23])=[C:6]([O:11][CH3:12])[CH:5]=1. The catalyst class is: 57.